Dataset: Full USPTO retrosynthesis dataset with 1.9M reactions from patents (1976-2016). Task: Predict the reactants needed to synthesize the given product. (1) Given the product [F:18][C:13]([F:19])([C:12]([F:21])([F:20])[F:11])[C:14]([S:8][C:5]1[N:4]=[C:3]([C:2]([F:10])([F:9])[F:1])[NH:7][N:6]=1)([F:17])[F:16], predict the reactants needed to synthesize it. The reactants are: [F:1][C:2]([F:10])([F:9])[C:3]1[NH:7][N:6]=[C:5]([SH:8])[N:4]=1.[F:11][C:12]([F:21])([F:20])[C:13]([F:19])([F:18])[C:14]([F:17])([F:16])I.C(N(CC)CC)C. (2) Given the product [O:29]=[C:28]1[C:27]2[C:22](=[CH:23][CH:24]=[CH:25][CH:26]=2)[C:21](=[O:30])[N:20]1[CH2:19][C@@H:18]([NH:17][C:13]([C:10]1[S:11][CH:12]=[C:8]([C:7]2[N:6]([CH3:16])[N:5]=[CH:4][C:3]=2[CH2:1][CH3:2])[CH:9]=1)=[O:15])[CH2:31][C:32]1[CH:37]=[CH:36][CH:35]=[CH:34][C:33]=1[C:38]([F:40])([F:39])[F:41], predict the reactants needed to synthesize it. The reactants are: [CH2:1]([C:3]1[CH:4]=[N:5][N:6]([CH3:16])[C:7]=1[C:8]1[CH:9]=[C:10]([C:13]([OH:15])=O)[S:11][CH:12]=1)[CH3:2].[NH2:17][C@@H:18]([CH2:31][C:32]1[CH:37]=[CH:36][CH:35]=[CH:34][C:33]=1[C:38]([F:41])([F:40])[F:39])[CH2:19][N:20]1[C:28](=[O:29])[C:27]2[C:22](=[CH:23][CH:24]=[CH:25][CH:26]=2)[C:21]1=[O:30].C1CN([P+](Br)(N2CCCC2)N2CCCC2)CC1.F[P-](F)(F)(F)(F)F.CCN(C(C)C)C(C)C. (3) Given the product [C:17]([NH:20][C:21]1[CH:22]=[C:23]([CH:27]=[CH:28][N:29]=1)[C:24]([NH:14][CH:12]([C:9]1[CH:10]=[N:11][C:6]([O:5][CH2:4][C:3]([F:2])([F:15])[F:16])=[CH:7][CH:8]=1)[CH3:13])=[O:25])(=[O:19])[CH3:18], predict the reactants needed to synthesize it. The reactants are: Cl.[F:2][C:3]([F:16])([F:15])[CH2:4][O:5][C:6]1[N:11]=[CH:10][C:9]([CH:12]([NH2:14])[CH3:13])=[CH:8][CH:7]=1.[C:17]([NH:20][C:21]1[CH:22]=[C:23]([CH:27]=[CH:28][N:29]=1)[C:24](O)=[O:25])(=[O:19])[CH3:18].CN(C(ON1N=NC2C=CC=CC1=2)=[N+](C)C)C.F[P-](F)(F)(F)(F)F.C(N(CC)CC)C. (4) Given the product [NH:33]=[C:29]1[CH2:30][CH2:31][CH2:32][N:28]1[C:25]1[CH:26]=[CH:27][C:22]([NH:21][C:20]([C:19]2[N:15]([C:11]3[CH:12]=[CH:13][CH:14]=[C:9]([CH2:8][NH2:7])[CH:10]=3)[N:16]=[C:17]([C:35]([F:38])([F:37])[F:36])[CH:18]=2)=[O:34])=[CH:23][CH:24]=1, predict the reactants needed to synthesize it. The reactants are: C(OC(=O)[NH:7][CH2:8][C:9]1[CH:14]=[CH:13][CH:12]=[C:11]([N:15]2[C:19]([C:20](=[O:34])[NH:21][C:22]3[CH:27]=[CH:26][C:25]([N:28]4[CH2:32][CH2:31][CH2:30][C:29]4=[NH:33])=[CH:24][CH:23]=3)=[CH:18][C:17]([C:35]([F:38])([F:37])[F:36])=[N:16]2)[CH:10]=1)(C)(C)C.Cl. (5) Given the product [C:1]([NH:6][CH2:7][CH2:8][CH2:9][CH2:10][CH2:11][CH2:12][CH2:13][CH2:14][CH2:15][CH2:16][CH2:17][C:18]([OH:20])=[O:19])(=[O:5])[C:2]([CH3:4])=[CH2:3].[CH2:27]=[CH:26][C:25]([NH:24][CH2:23][CH2:22][OH:21])=[O:28], predict the reactants needed to synthesize it. The reactants are: [C:1]([NH:6][CH2:7][CH2:8][CH2:9][CH2:10][CH2:11][CH2:12][CH2:13][CH2:14][CH2:15][CH2:16][CH2:17][C:18]([OH:20])=[O:19])(=[O:5])[C:2]([CH3:4])=[CH2:3].[OH:21][CH2:22][CH2:23][NH:24][C:25](=[O:28])[CH:26]=[CH2:27].C(OCC)C. (6) Given the product [C:1]([C:3]1([CH3:15])[CH2:6][N:5]([C:7]([O:9][C:10]([CH3:13])([CH3:12])[CH3:11])=[O:8])[CH2:4]1)#[N:2], predict the reactants needed to synthesize it. The reactants are: [C:1]([CH:3]1[CH2:6][N:5]([C:7]([O:9][C:10]([CH3:13])([CH3:12])[CH3:11])=[O:8])[CH2:4]1)#[N:2].[Li+].[CH3:15][Si]([N-][Si](C)(C)C)(C)C.CI. (7) Given the product [C:1]([O:4][C@H:5](/[CH:7]=[CH:8]\[C:9]([NH:11][C@@H:12]1[CH2:17][C@H:16]([CH3:18])[C@H:15]([CH2:19]/[CH:20]=[C:21](\[CH3:38])/[CH:22]=[CH:23]/[C@H:24]2[O:31][C@H:30]([CH2:32][C:33]([NH:35][CH2:45][CH2:42][OH:43])=[O:34])[CH2:29][C@:26]3([O:28][CH2:27]3)[C@@H:25]2[OH:37])[O:14][C@@H:13]1[CH3:39])=[O:10])[CH3:6])(=[O:3])[CH3:2], predict the reactants needed to synthesize it. The reactants are: [C:1]([O:4][C@H:5](/[CH:7]=[CH:8]\[C:9]([NH:11][C@@H:12]1[CH2:17][C@H:16]([CH3:18])[C@H:15]([CH2:19]/[CH:20]=[C:21](\[CH3:38])/[CH:22]=[CH:23]/[C@H:24]2[O:31][C@H:30]([CH2:32][C:33]([NH:35]O)=[O:34])[CH2:29][C@:26]3([O:28][CH2:27]3)[C@@H:25]2[OH:37])[O:14][C@@H:13]1[CH3:39])=[O:10])[CH3:6])(=[O:3])[CH3:2].CN(C)[CH:42]=[O:43].[CH:45](N(CC)C(C)C)(C)C.Cl.NO.